From a dataset of CYP2D6 inhibition data for predicting drug metabolism from PubChem BioAssay. Regression/Classification. Given a drug SMILES string, predict its absorption, distribution, metabolism, or excretion properties. Task type varies by dataset: regression for continuous measurements (e.g., permeability, clearance, half-life) or binary classification for categorical outcomes (e.g., BBB penetration, CYP inhibition). Dataset: cyp2d6_veith. (1) The compound is CO/N=C\[C@@H](C)[C@H](OCc1ccccc1)C(C)C. The result is 0 (non-inhibitor). (2) The compound is CCC(NC(=O)c1ccccc1NC(=O)c1ccco1)C(=O)NC1CCCCC1. The result is 0 (non-inhibitor).